Dataset: Full USPTO retrosynthesis dataset with 1.9M reactions from patents (1976-2016). Task: Predict the reactants needed to synthesize the given product. Given the product [OH:1][C:2]1[CH:7]=[CH:6][CH:5]=[CH:4][C:3]=1[C:8]1[N:12]=[C:11]([C:13]2[CH:18]=[CH:17][CH:16]=[CH:15][C:14]=2[OH:19])[N:10]([C:20]2[CH:28]=[CH:27][C:23]([C:24]([N:40]3[CH2:41][CH2:42][N:37]([CH3:36])[CH2:38][CH2:39]3)=[O:26])=[CH:22][CH:21]=2)[N:9]=1, predict the reactants needed to synthesize it. The reactants are: [OH:1][C:2]1[CH:7]=[CH:6][CH:5]=[CH:4][C:3]=1[C:8]1[N:12]=[C:11]([C:13]2[CH:18]=[CH:17][CH:16]=[CH:15][C:14]=2[OH:19])[N:10]([C:20]2[CH:28]=[CH:27][C:23]([C:24]([OH:26])=O)=[CH:22][CH:21]=2)[N:9]=1.C(N(CC)CC)C.[CH3:36][N:37]1[CH2:42][CH2:41][NH:40][CH2:39][CH2:38]1.